Regression. Given a peptide amino acid sequence and an MHC pseudo amino acid sequence, predict their binding affinity value. This is MHC class II binding data. From a dataset of Peptide-MHC class II binding affinity with 134,281 pairs from IEDB. (1) The peptide sequence is ENEPTAAAIAYGLDR. The binding affinity (normalized) is 0.782. The MHC is HLA-DQA10102-DQB10602 with pseudo-sequence HLA-DQA10102-DQB10602. (2) The binding affinity (normalized) is 0.187. The MHC is DRB1_0401 with pseudo-sequence DRB1_0401. The peptide sequence is ATILDGDNLFPKV. (3) The peptide sequence is NVQSLGWNIITFKDK. The MHC is DRB1_1301 with pseudo-sequence DRB1_1301. The binding affinity (normalized) is 0.458.